Dataset: Catalyst prediction with 721,799 reactions and 888 catalyst types from USPTO. Task: Predict which catalyst facilitates the given reaction. (1) Reactant: [CH3:1][C:2]1[O:6][C:5]([C:7]2[CH:8]=[C:9]([CH3:13])[CH:10]=[CH:11][CH:12]=2)=[N:4][C:3]=1[CH2:14][O:15][C@H:16]1[CH2:21][CH2:20][CH2:19][C@@H:18]([O:22][CH2:23][CH2:24][O:25][C:26]2[CH:31]=[CH:30][CH:29]=[CH:28][C:27]=2[B:32]2[O:36]C(C)(C)C(C)(C)[O:33]2)[CH2:17]1.Cl. Product: [CH3:1][C:2]1[O:6][C:5]([C:7]2[CH:8]=[C:9]([CH3:13])[CH:10]=[CH:11][CH:12]=2)=[N:4][C:3]=1[CH2:14][O:15][C@H:16]1[CH2:21][CH2:20][CH2:19][C@@H:18]([O:22][CH2:23][CH2:24][O:25][C:26]2[CH:31]=[CH:30][CH:29]=[CH:28][C:27]=2[B:32]([OH:33])[OH:36])[CH2:17]1. The catalyst class is: 1. (2) Reactant: [CH3:1][C:2]1[CH:14]=[CH:13][C:12]([CH2:15][N:16]2[C:24]3[C:19](=[CH:20][C:21]([O:25]CC4C=CC=CC=4)=[CH:22][CH:23]=3)[CH:18]=[CH:17]2)=[CH:11][C:3]=1[C:4]([O:6][C:7]([CH3:10])([CH3:9])[CH3:8])=[O:5]. Product: [OH:25][C:21]1[CH:20]=[C:19]2[C:24](=[CH:23][CH:22]=1)[N:16]([CH2:15][C:12]1[CH:13]=[CH:14][C:2]([CH3:1])=[C:3]([CH:11]=1)[C:4]([O:6][C:7]([CH3:8])([CH3:9])[CH3:10])=[O:5])[CH:17]=[CH:18]2. The catalyst class is: 604. (3) Reactant: [NH2:1][C:2]1[N:6]([C:7]2[CH:8]=[C:9]([OH:13])[CH:10]=[CH:11][CH:12]=2)[N:5]=[C:4]([C:14]([CH3:35])([CH3:34])[CH2:15][O:16][Si:17]([C:30]([CH3:33])([CH3:32])[CH3:31])([C:24]2[CH:29]=[CH:28][CH:27]=[CH:26][CH:25]=2)[C:18]2[CH:23]=[CH:22][CH:21]=[CH:20][CH:19]=2)[CH:3]=1.C1(P(C2C=CC=CC=2)C2C=CC=CC=2)C=CC=CC=1.[O:55]1[CH2:60][CH2:59][CH2:58][CH2:57][CH:56]1[O:61][CH2:62][CH2:63]O.CC(OC(/N=N/C(OC(C)C)=O)=O)C. Product: [C:30]([Si:17]([C:18]1[CH:23]=[CH:22][CH:21]=[CH:20][CH:19]=1)([C:24]1[CH:29]=[CH:28][CH:27]=[CH:26][CH:25]=1)[O:16][CH2:15][C:14]([C:4]1[CH:3]=[C:2]([NH2:1])[N:6]([C:7]2[CH:12]=[CH:11][CH:10]=[C:9]([O:13][CH2:63][CH2:62][O:61][CH:56]3[CH2:57][CH2:58][CH2:59][CH2:60][O:55]3)[CH:8]=2)[N:5]=1)([CH3:35])[CH3:34])([CH3:33])([CH3:32])[CH3:31]. The catalyst class is: 6. (4) Reactant: C([O:8][C:9](=[O:28])[CH2:10][O:11][C:12]1[CH:17]=[CH:16][C:15]([CH2:18][C@H:19]([O:25][CH2:26][CH3:27])[C:20]([O:22][CH2:23][CH3:24])=[O:21])=[CH:14][CH:13]=1)C1C=CC=CC=1. Product: [CH2:26]([O:25][C@H:19]([C:20]([O:22][CH2:23][CH3:24])=[O:21])[CH2:18][C:15]1[CH:16]=[CH:17][C:12]([O:11][CH2:10][C:9]([OH:28])=[O:8])=[CH:13][CH:14]=1)[CH3:27]. The catalyst class is: 354. (5) Reactant: C(N(C(C)C)CC)(C)C.FC(F)(F)C(O)=O.[NH2:17][C@@H:18]([CH:79]([CH3:81])[CH3:80])[C:19]([NH:21][C@@H:22]([CH2:72][CH2:73][CH2:74][NH:75][C:76]([NH2:78])=[O:77])[C:23]([NH:25][C:26]1[CH:31]=[CH:30][C:29]([CH2:32][O:33][C:34]2[C:35]3[CH:71]=[CH:70][CH:69]=[CH:68][C:36]=3[C:37]3[C@H:38]([CH2:66][Cl:67])[CH2:39][N:40]([C:43](=[O:65])[CH2:44][CH2:45][CH2:46][C:47]([N:49]4[C:57]5[CH:56]=[C:55]([OH:58])[C:54]6[CH:59]=[CH:60][CH:61]=[CH:62][C:53]=6[C:52]=5[C@H:51]([CH2:63][Cl:64])[CH2:50]4)=[O:48])[C:41]=3[CH:42]=2)=[CH:28][CH:27]=1)=[O:24])=[O:20].[O:82]=[C:83]1[CH:87]=[CH:86][C:85](=[O:88])[N:84]1[CH2:89][CH2:90][CH2:91][CH2:92][CH2:93][C:94](ON1C(=O)CCC1=O)=[O:95].C(Cl)Cl. Product: [Cl:67][CH2:66][C@H:38]1[C:37]2[C:36]3[CH:68]=[CH:69][CH:70]=[CH:71][C:35]=3[C:34]([O:33][CH2:32][C:29]3[CH:30]=[CH:31][C:26]([NH:25][C:23](=[O:24])[C@@H:22]([NH:21][C:19](=[O:20])[C@@H:18]([NH:17][C:94](=[O:95])[CH2:93][CH2:92][CH2:91][CH2:90][CH2:89][N:84]4[C:85](=[O:88])[CH:86]=[CH:87][C:83]4=[O:82])[CH:79]([CH3:81])[CH3:80])[CH2:72][CH2:73][CH2:74][NH:75][C:76]([NH2:78])=[O:77])=[CH:27][CH:28]=3)=[CH:42][C:41]=2[N:40]([C:43](=[O:65])[CH2:44][CH2:45][CH2:46][C:47]([N:49]2[C:57]3[CH:56]=[C:55]([OH:58])[C:54]4[CH:59]=[CH:60][CH:61]=[CH:62][C:53]=4[C:52]=3[C@H:51]([CH2:63][Cl:64])[CH2:50]2)=[O:48])[CH2:39]1. The catalyst class is: 3. (6) Reactant: Br[C:2]1[CH:3]=[N:4][C:5]([O:8][CH3:9])=[CH:6][CH:7]=1.C([Li])CCC.CCCCCC.[CH3:21][C:22]1[CH:23]=[C:24]([O:27][C:28]=1[CH3:29])[CH:25]=[O:26].O. Product: [CH3:21][C:22]1[CH:23]=[C:24]([CH:25]([C:2]2[CH:3]=[N:4][C:5]([O:8][CH3:9])=[CH:6][CH:7]=2)[OH:26])[O:27][C:28]=1[CH3:29]. The catalyst class is: 7. (7) Product: [CH2:20]([O:19][C:17](=[O:18])[CH2:16][N:7]([C:5]1[S:4][C:3]([C:11]#[N:12])=[C:2]([Br:1])[CH:6]=1)[CH2:8][CH2:9][CH3:10])[CH3:21]. Reactant: [Br:1][C:2]1[CH:6]=[C:5]([NH:7][CH2:8][CH2:9][CH3:10])[S:4][C:3]=1[C:11]#[N:12].[H-].[Na+].Br[CH2:16][C:17]([O:19][CH2:20][CH3:21])=[O:18].O. The catalyst class is: 1.